From a dataset of Full USPTO retrosynthesis dataset with 1.9M reactions from patents (1976-2016). Predict the reactants needed to synthesize the given product. (1) Given the product [F:38][C:24]([F:37])([F:23])[C:25]1[CH:30]=[C:29]([N+:31]([O-:33])=[O:32])[CH:28]=[CH:27][C:26]=1[N:34]=[C:35]1[NH:8][C@@H:3]([CH2:4][CH:5]([CH3:7])[CH3:6])[CH2:2][S:36]1, predict the reactants needed to synthesize it. The reactants are: O[CH2:2][C@@H:3]([NH2:8])[CH2:4][CH:5]([CH3:7])[CH3:6].COC(=O)[C@H](CC(C)C)N.OCCN.[F:23][C:24]([F:38])([F:37])[C:25]1[CH:30]=[C:29]([N+:31]([O-:33])=[O:32])[CH:28]=[CH:27][C:26]=1[N:34]=[C:35]=[S:36]. (2) Given the product [CH3:20][O:6][C:5](=[O:7])[C:4]1[C:3]([O:2][CH2:1][CH2:15][O:16][CH3:17])=[CH:11][CH:10]=[CH:9][C:8]=1[F:12], predict the reactants needed to synthesize it. The reactants are: [CH3:1][O:2][C:3]1[C:4](=[C:8]([F:12])[CH:9]=[CH:10][CH:11]=1)[C:5]([OH:7])=[O:6].[H-].[Na+].[CH3:15][O:16][CH2:17]CCl.[CH3:20]N(C=O)C. (3) Given the product [Br:2][C:3]1[CH:8]=[CH:7][C:6]([N:9]2[C:27]([C:21]3[CH:26]=[CH:25][CH:24]=[CH:23][CH:22]=3)=[C:28]([C:37]3[CH:38]=[CH:39][CH:40]=[CH:41][CH:42]=3)[C:29]([C:31]3[CH:36]=[CH:35][CH:34]=[CH:33][CH:32]=3)=[N:10]2)=[CH:5][CH:4]=1, predict the reactants needed to synthesize it. The reactants are: Cl.[Br:2][C:3]1[CH:8]=[CH:7][C:6]([NH:9][NH2:10])=[CH:5][CH:4]=1.C[O-].[Na+].C1(C)C=CC=CC=1.[C:21]1([C:27](=O)[CH:28]([C:37]2[CH:42]=[CH:41][CH:40]=[CH:39][CH:38]=2)[C:29]([C:31]2[CH:36]=[CH:35][CH:34]=[CH:33][CH:32]=2)=O)[CH:26]=[CH:25][CH:24]=[CH:23][CH:22]=1. (4) Given the product [CH3:33][N:18]1[C:17]([CH2:16][O:15][C:11]2[CH:10]=[C:9]3[C:14](=[CH:13][CH:12]=2)[N:6]([CH2:5][C:4]([OH:34])=[O:3])[CH:7]=[CH:8]3)=[CH:21][C:20]([C:22]2[CH:27]=[CH:26][C:25]([O:28][C:29]([F:32])([F:30])[F:31])=[CH:24][CH:23]=2)=[N:19]1, predict the reactants needed to synthesize it. The reactants are: C([O:3][C:4](=[O:34])[CH2:5][N:6]1[C:14]2[C:9](=[CH:10][C:11]([O:15][CH2:16][C:17]3[N:18]([CH3:33])[N:19]=[C:20]([C:22]4[CH:27]=[CH:26][C:25]([O:28][C:29]([F:32])([F:31])[F:30])=[CH:24][CH:23]=4)[CH:21]=3)=[CH:12][CH:13]=2)[CH:8]=[CH:7]1)C.[Li+].[OH-].